This data is from Full USPTO retrosynthesis dataset with 1.9M reactions from patents (1976-2016). The task is: Predict the reactants needed to synthesize the given product. Given the product [NH2:15][C:11]1[C:10]([CH3:18])=[C:9]([CH2:3][CH2:2][C:1]([O:5][CH2:6][CH3:7])=[O:4])[CH:14]=[CH:13][CH:12]=1, predict the reactants needed to synthesize it. The reactants are: [C:1]([O:5][CH2:6][CH3:7])(=[O:4])[CH:2]=[CH2:3].Br[C:9]1[CH:14]=[CH:13][CH:12]=[C:11]([N+:15]([O-])=O)[C:10]=1[CH3:18].C(N(CC)CC)C.C1(C)C=CC=CC=1P(C1C=CC=CC=1C)C1C=CC=CC=1C.[Cl-].[NH4+].